Dataset: Full USPTO retrosynthesis dataset with 1.9M reactions from patents (1976-2016). Task: Predict the reactants needed to synthesize the given product. (1) Given the product [Cl:23][C:24]1[C:25]([C:2]2[CH:7]=[N:6][C:5]([Cl:8])=[C:4]([NH:9][CH2:10][CH:11]3[CH2:16][CH2:15][O:14][CH2:13][CH2:12]3)[CH:3]=2)=[CH:26][C:27]([F:30])=[N:28][CH:29]=1, predict the reactants needed to synthesize it. The reactants are: Br[C:2]1[CH:3]=[C:4]([NH:9][CH2:10][CH:11]2[CH2:16][CH2:15][O:14][CH2:13][CH2:12]2)[C:5]([Cl:8])=[N:6][CH:7]=1.C(=O)([O-])[O-].[Na+].[Na+].[Cl:23][C:24]1[C:25](B(O)O)=[CH:26][C:27]([F:30])=[N:28][CH:29]=1. (2) Given the product [C:24]([C:2]1[C:7]2[C:8](=[O:20])[C:9]([C:12]3[CH:13]=[CH:14][C:15]([OH:18])=[CH:16][CH:17]=3)=[CH:10][O:11][C:6]=2[CH:5]=[C:4]([OH:21])[CH:3]=1)#[N:25], predict the reactants needed to synthesize it. The reactants are: Br[C:2]1[C:7]2[C:8](=[O:20])[C:9]([C:12]3[CH:17]=[CH:16][C:15]([O:18]C)=[CH:14][CH:13]=3)=[CH:10][O:11][C:6]=2[CH:5]=[C:4]([O:21]C)[CH:3]=1.[Cu][C:24]#[N:25].O. (3) Given the product [CH2:8]([N:29]1[CH2:30][CH2:31][N:27]([C:19]2[S:20][C:21]([C:22]([O:24][CH2:25][CH3:26])=[O:23])=[C:17]([CH3:16])[N:18]=2)[C:28]1=[O:32])[C:9]1[CH:14]=[CH:13][CH:12]=[CH:11][CH:10]=1, predict the reactants needed to synthesize it. The reactants are: BrCC1CC1(F)F.[CH2:8](Br)[C:9]1[CH:14]=[CH:13][CH:12]=[CH:11][CH:10]=1.[CH3:16][C:17]1[N:18]=[C:19]([N:27]2[CH2:31][CH2:30][NH:29][C:28]2=[O:32])[S:20][C:21]=1[C:22]([O:24][CH2:25][CH3:26])=[O:23]. (4) Given the product [N+:8]([C:6]1[CH:5]=[CH:4][C:3]2[O:11][C:12](=[O:13])[NH:1][C:2]=2[CH:7]=1)([O-:10])=[O:9], predict the reactants needed to synthesize it. The reactants are: [NH2:1][C:2]1[CH:7]=[C:6]([N+:8]([O-:10])=[O:9])[CH:5]=[CH:4][C:3]=1[OH:11].[C:12](N1C=CN=C1)(N1C=CN=C1)=[O:13].Cl. (5) Given the product [CH:21]([NH:20][C:18]([N:15]1[CH2:16][CH2:17][CH:12]([NH:11][C:10]2[CH:9]=[CH:8][C:7]([CH2:6][CH2:5][NH:4][CH2:54][C@H:52]([OH:53])[CH2:51][O:50][C:47]3[CH:48]=[CH:49][C:44]([OH:43])=[CH:45][CH:46]=3)=[CH:25][CH:24]=2)[CH2:13][CH2:14]1)=[O:19])([CH3:22])[CH3:23], predict the reactants needed to synthesize it. The reactants are: C(O)=O.[NH2:4][CH2:5][CH2:6][C:7]1[CH:25]=[CH:24][C:10]([NH:11][CH:12]2[CH2:17][CH2:16][N:15]([C:18]([NH:20][CH:21]([CH3:23])[CH3:22])=[O:19])[CH2:14][CH2:13]2)=[CH:9][CH:8]=1.C([Si]([O:43][C:44]1[CH:49]=[CH:48][C:47]([O:50][CH2:51][CH:52]2[CH2:54][O:53]2)=[CH:46][CH:45]=1)(C1C=CC=CC=1)C1C=CC=CC=1)(C)(C)C. (6) The reactants are: FC(F)(F)C(O)=O.C(OC([N:15]1[CH2:20][CH2:19][N:18]([C:21]2[CH:26]=[CH:25][C:24]([NH:27][C:28]([NH:30][C:31]3[CH:36]=[C:35]([CH3:37])[CH:34]=[CH:33][C:32]=3[O:38][CH3:39])=[O:29])=[CH:23][CH:22]=2)[CH2:17][CH2:16]1)=O)(C)(C)C. Given the product [CH3:39][O:38][C:32]1[CH:33]=[CH:34][C:35]([CH3:37])=[CH:36][C:31]=1[NH:30][C:28]([NH:27][C:24]1[CH:25]=[CH:26][C:21]([N:18]2[CH2:17][CH2:16][NH:15][CH2:20][CH2:19]2)=[CH:22][CH:23]=1)=[O:29], predict the reactants needed to synthesize it. (7) Given the product [CH3:25][C:26]1[CH:31]=[CH:30][C:29]([N+:32]([O-:34])=[O:33])=[CH:28][C:27]=1[S:19][C:15]1[N:14]=[C:13]([C:6]2[C:7]3[C:12](=[CH:11][CH:10]=[CH:9][CH:8]=3)[N:3]=[CH:4][CH:5]=2)[CH:18]=[CH:17][N:16]=1, predict the reactants needed to synthesize it. The reactants are: [H-].[Na+].[N:3]1[C:12]2[C:7](=[CH:8][CH:9]=[CH:10][CH:11]=2)[C:6]([C:13]2[CH:18]=[CH:17][N:16]=[C:15]([SH:19])[N:14]=2)=[CH:5][CH:4]=1.F[B-](F)(F)F.[CH3:25][C:26]1[CH:31]=[CH:30][C:29]([N+:32]([O-:34])=[O:33])=[CH:28][C:27]=1[N+]#N. (8) Given the product [F:1][CH:2]([F:13])[O:3][C:4]1[CH:9]=[CH:8][CH:7]=[CH:6][C:5]=1[NH:10][C:11]([NH:14][C:15]1[CH:20]=[N:19][CH:18]=[CH:17][N:16]=1)=[O:12], predict the reactants needed to synthesize it. The reactants are: [F:1][CH:2]([F:13])[O:3][C:4]1[CH:9]=[CH:8][CH:7]=[CH:6][C:5]=1[N:10]=[C:11]=[O:12].[NH2:14][C:15]1[CH:20]=[N:19][CH:18]=[CH:17][N:16]=1. (9) Given the product [N+:16]([C:4]1[CH:3]=[C:2]([CH:25]=[CH2:26])[CH:7]=[CH:6][C:5]=1[CH2:8][C:9]([O:11][C:12]([CH3:15])([CH3:14])[CH3:13])=[O:10])([O-:18])=[O:17], predict the reactants needed to synthesize it. The reactants are: Cl[C:2]1[CH:7]=[CH:6][C:5]([CH2:8][C:9]([O:11][C:12]([CH3:15])([CH3:14])[CH3:13])=[O:10])=[C:4]([N+:16]([O-:18])=[O:17])[CH:3]=1.B1(C=C)OB([CH:25]=[CH2:26])OB(C=C)O1.C1C=CN=CC=1.P([O-])([O-])([O-])=O.[K+].[K+].[K+]. (10) Given the product [C:7]12([C:11]3[C:12]([C:13]4[C:9]([CH:10]=3)=[CH:9][CH:10]=[CH:11][CH:12]=4)=[CH:13][CH:14]=[CH:15]1)[C:8]1[C:14]([C:15]3[C:7]([CH:8]=1)=[CH:6][CH:5]=[CH:4][CH:3]=3)=[C:4]([C:3]([OH:1])=[O:16])[CH:5]=[CH:6]2, predict the reactants needed to synthesize it. The reactants are: [OH-:1].[Na+].[C:3]1(=[O:16])[C:15]2[C:7]([C:8]3[C:13]([CH:14]=2)=[CH:12][CH:11]=[CH:10][CH:9]=3)=[CH:6][CH:5]=[CH:4]1.